Dataset: Catalyst prediction with 721,799 reactions and 888 catalyst types from USPTO. Task: Predict which catalyst facilitates the given reaction. (1) Reactant: Cl.[C:2]([C:4]1[CH:5]=[C:6]([NH:10][C:11]2[N:16]=[CH:15][C:14]([C@@H:17]3[CH2:19][C@H:18]3[NH:20][CH:21]3[CH2:26][CH2:25][CH:24]([NH:27]C(=O)OC(C)(C)C)[CH2:23][CH2:22]3)=[CH:13][CH:12]=2)[CH:7]=[CH:8][CH:9]=1)#[N:3]. Product: [NH2:27][CH:24]1[CH2:23][CH2:22][CH:21]([NH:20][C@@H:18]2[CH2:19][C@H:17]2[C:14]2[CH:13]=[CH:12][C:11]([NH:10][C:6]3[CH:5]=[C:4]([CH:9]=[CH:8][CH:7]=3)[C:2]#[N:3])=[N:16][CH:15]=2)[CH2:26][CH2:25]1. The catalyst class is: 12. (2) Reactant: [NH2:1][C:2]1[N:11]=[C:10]([NH2:12])[C:9]2[C:4](=[N:5][CH:6]=[C:7]([CH2:13][NH:14][C:15]3[CH:20]=[CH:19][C:18]([CH2:21][C:22]([O:24]C(C)(C)C)=[O:23])=[CH:17][CH:16]=3)[N:8]=2)[N:3]=1.FC(F)(F)C(O)=O. Product: [NH2:1][C:2]1[N:11]=[C:10]([NH2:12])[C:9]2[C:4](=[N:5][CH:6]=[C:7]([CH2:13][NH:14][C:15]3[CH:16]=[CH:17][C:18]([CH2:21][C:22]([OH:24])=[O:23])=[CH:19][CH:20]=3)[N:8]=2)[N:3]=1. The catalyst class is: 2.